Task: Predict the reaction yield, written as a fraction of the theoretical maximum amount of product (1.0 means a 100% yield; for example, 0.34 means a 34% yield).. Dataset: Reaction yield outcomes from USPTO patents with 853,638 reactions (1) The reactants are Br[C:2]1[C:3]([N:31]2[CH2:35][CH2:34][C@@H:33]([NH:36][C:37](=[O:43])[O:38][C:39]([CH3:42])([CH3:41])[CH3:40])[CH2:32]2)=[N:4][C:5]([C:8]2[C:16]3[C:11](=[CH:12][N:13]=[C:14]([C:17]4[CH:18]=[N:19][CH:20]=[CH:21][CH:22]=4)[CH:15]=3)[N:10]([CH2:23][O:24][CH2:25][CH2:26][Si:27]([CH3:30])([CH3:29])[CH3:28])[N:9]=2)=[CH:6][CH:7]=1.[CH3:44]B(O)O.C([O-])(=O)C.[K+].O. The catalyst is C(=O)([O-])[O-].[Na+].[Na+].C1C=CC(P(C2C=CC=CC=2)[C-]2C=CC=C2)=CC=1.C1C=CC(P(C2C=CC=CC=2)[C-]2C=CC=C2)=CC=1.Cl[Pd]Cl.[Fe+2].C(#N)C. The product is [CH3:44][C:2]1[C:3]([N:31]2[CH2:35][CH2:34][C@@H:33]([NH:36][C:37](=[O:43])[O:38][C:39]([CH3:42])([CH3:41])[CH3:40])[CH2:32]2)=[N:4][C:5]([C:8]2[C:16]3[C:11](=[CH:12][N:13]=[C:14]([C:17]4[CH:18]=[N:19][CH:20]=[CH:21][CH:22]=4)[CH:15]=3)[N:10]([CH2:23][O:24][CH2:25][CH2:26][Si:27]([CH3:28])([CH3:30])[CH3:29])[N:9]=2)=[CH:6][CH:7]=1. The yield is 0.390. (2) The reactants are [N+:1]([C:4]1[CH:13]=[CH:12][C:7]2[N:8]=[CH:9][CH2:10][O:11][C:6]=2[CH:5]=1)([O-:3])=[O:2].[Cl-].[NH4+].[OH-].[Na+].Br.Br[CH2:20][C:21]1[CH:22]=[N:23][CH:24]=[CH:25][CH:26]=1. The catalyst is CN(C=O)C.O.C(OCC)(=O)C. The product is [N+:1]([C:4]1[CH:13]=[CH:12][C:7]2[N:8]([CH2:20][C:21]3[CH:22]=[N:23][CH:24]=[CH:25][CH:26]=3)[CH:9]=[CH:10][O:11][C:6]=2[CH:5]=1)([O-:3])=[O:2]. The yield is 0.440. (3) The reactants are [CH3:1][C:2]([C:7]1[CH:12]=[CH:11][C:10]([OH:13])=[CH:9][CH:8]=1)([CH2:4][CH2:5][CH3:6])[CH3:3].Cl[C:15]1[CH:20]=[CH:19][C:18]([N+:21]([O-:23])=[O:22])=[CH:17][N:16]=1.C([O-])([O-])=O.[K+].[K+]. The catalyst is CS(C)=O. The product is [CH3:1][C:2]([C:7]1[CH:8]=[CH:9][C:10]([O:13][C:15]2[CH:20]=[CH:19][C:18]([N+:21]([O-:23])=[O:22])=[CH:17][N:16]=2)=[CH:11][CH:12]=1)([CH2:4][CH2:5][CH3:6])[CH3:3]. The yield is 0.980. (4) The reactants are Cl.[CH3:2][C@@H:3]1[CH2:8][CH2:7][NH:6][CH2:5][C@@H:4]1[C:9]1[N:13]2[C:14]3[CH:20]=[CH:19][NH:18][C:15]=3[N:16]=[CH:17][C:12]2=[CH:11][N:10]=1.CCN(C(C)C)C(C)C.[F:30][C:31]1[CH:36]=[C:35]([F:37])[CH:34]=[CH:33][C:32]=1[N:38]=[C:39]=[O:40]. The catalyst is C(Cl)Cl. The product is [F:30][C:31]1[CH:36]=[C:35]([F:37])[CH:34]=[CH:33][C:32]=1[NH:38][C:39]([N:6]1[CH2:7][CH2:8][C@@H:3]([CH3:2])[C@@H:4]([C:9]2[N:13]3[C:14]4[CH:20]=[CH:19][NH:18][C:15]=4[N:16]=[CH:17][C:12]3=[CH:11][N:10]=2)[CH2:5]1)=[O:40]. The yield is 0.200. (5) The reactants are [ClH:1].[C:2]([O:6][C:7](=[O:35])[CH2:8][CH:9]([NH2:34])[CH:10]1[O:14][N:13]=[C:12]([C:15]2[CH:20]=[CH:19][C:18]([O:21][CH2:22][C:23]3[C:32]4[C:27](=[CH:28][CH:29]=[CH:30][CH:31]=4)[N:26]=[C:25]([CH3:33])[CH:24]=3)=[CH:17][CH:16]=2)[CH2:11]1)(C)(C)C. The catalyst is CO. The product is [ClH:1].[ClH:1].[CH3:2][O:6][C:7](=[O:35])[CH2:8][CH:9]([NH2:34])[CH:10]1[O:14][N:13]=[C:12]([C:15]2[CH:16]=[CH:17][C:18]([O:21][CH2:22][C:23]3[C:32]4[C:27](=[CH:28][CH:29]=[CH:30][CH:31]=4)[N:26]=[C:25]([CH3:33])[CH:24]=3)=[CH:19][CH:20]=2)[CH2:11]1. The yield is 0.640. (6) The catalyst is CO.CN(C=O)C. The yield is 0.480. The reactants are [N:1]([CH2:4][CH2:5][C:6]1[C:14]2[C:9](=[CH:10][CH:11]=[C:12]([C:15]#[N:16])[CH:13]=2)[NH:8][C:7]=1[Si:17]([CH2:22][CH3:23])([CH2:20][CH3:21])[CH2:18][CH3:19])=[N+]=[N-].C1(P(C2C=CC=CC=2)C2C=CC=CC=2)C=CC=CC=1.CN(C(ON1N=NC2C=CC=NC1=2)=[N+](C)C)C.F[P-](F)(F)(F)(F)F.C(N(CC)C(C)C)(C)C.[F:76][C:77]1[CH:91]=[CH:90][C:89]([F:92])=[CH:88][C:78]=1[CH2:79][C:80]1[O:84][N:83]=[C:82]([C:85](O)=[O:86])[CH:81]=1. The product is [C:15]([C:12]1[CH:13]=[C:14]2[C:9](=[CH:10][CH:11]=1)[NH:8][C:7]([Si:17]([CH2:22][CH3:23])([CH2:20][CH3:21])[CH2:18][CH3:19])=[C:6]2[CH2:5][CH2:4][NH:1][C:85]([C:82]1[CH:81]=[C:80]([CH2:79][C:78]2[CH:88]=[C:89]([F:92])[CH:90]=[CH:91][C:77]=2[F:76])[O:84][N:83]=1)=[O:86])#[N:16].